Dataset: Reaction yield outcomes from USPTO patents with 853,638 reactions. Task: Predict the reaction yield, written as a fraction of the theoretical maximum amount of product (1.0 means a 100% yield; for example, 0.34 means a 34% yield). The yield is 0.710. The product is [CH:20]([C:19]1[CH:22]=[CH:23][C:16]([N:12]2[CH2:11][CH2:10][CH:9]([N:5]([CH:2]([CH3:4])[CH3:3])[C:6](=[O:8])[CH3:7])[CH2:14][CH2:13]2)=[CH:17][CH:18]=1)=[O:21]. The catalyst is CN(C=O)C.O. The reactants are Cl.[CH:2]([N:5]([CH:9]1[CH2:14][CH2:13][NH:12][CH2:11][CH2:10]1)[C:6](=[O:8])[CH3:7])([CH3:4])[CH3:3].F[C:16]1[CH:23]=[CH:22][C:19]([CH:20]=[O:21])=[CH:18][CH:17]=1.C([O-])([O-])=O.[K+].[K+].